This data is from Reaction yield outcomes from USPTO patents with 853,638 reactions. The task is: Predict the reaction yield, written as a fraction of the theoretical maximum amount of product (1.0 means a 100% yield; for example, 0.34 means a 34% yield). (1) The yield is 0.190. The product is [OH:53][CH:23]([C:22]([CH3:55])([CH3:54])[CH2:21][OH:20])[CH2:24][N:25]1[C:30](=[O:31])[C:29]2[CH:32]=[C:33]([CH2:35][CH3:36])[S:34][C:28]=2[N:27]([CH2:37][C:38]2[CH:43]=[CH:42][C:41]([C:44]3[CH:49]=[CH:48][CH:47]=[CH:46][C:45]=3[C:50]3[NH:3][C:4](=[O:7])[O:5][N:51]=3)=[CH:40][CH:39]=2)[C:26]1=[O:52]. The reactants are [Cl-].O[NH3+:3].[C:4](=[O:7])([O-])[OH:5].[Na+].CS(C)=O.[Si]([O:20][CH2:21][C:22]([CH3:55])([CH3:54])[CH:23]([OH:53])[CH2:24][N:25]1[C:30](=[O:31])[C:29]2[CH:32]=[C:33]([CH2:35][CH3:36])[S:34][C:28]=2[N:27]([CH2:37][C:38]2[CH:43]=[CH:42][C:41]([C:44]3[C:45]([C:50]#[N:51])=[CH:46][CH:47]=[CH:48][CH:49]=3)=[CH:40][CH:39]=2)[C:26]1=[O:52])(C(C)(C)C)(C)C. The catalyst is O.C(OCC)(=O)C. (2) The reactants are [Cl:1][C:2]1[CH:16]=[CH:15][C:5]([C:6]([NH:8][CH2:9][CH2:10][CH2:11][C:12]([OH:14])=[O:13])=[O:7])=[C:4]([OH:17])[CH:3]=1.[OH-].[Na+:19]. The catalyst is CC(C)=O. The product is [Cl:1][C:2]1[CH:16]=[CH:15][C:5]([C:6]([NH:8][CH2:9][CH2:10][CH2:11][C:12]([O-:14])=[O:13])=[O:7])=[C:4]([OH:17])[CH:3]=1.[Na+:19]. The yield is 0.972. (3) The reactants are [NH2:1][C:2]1[C:11]([O:12][CH3:13])=[N:10][C:9]([O:14][CH3:15])=[CH:8][C:3]=1[C:4]([O:6][CH3:7])=[O:5].[CH3:16][O:17][C:18]1[CH:23]=[CH:22][C:21]([S:24](Cl)(=[O:26])=[O:25])=[CH:20][CH:19]=1. The product is [CH3:16][O:17][C:18]1[CH:19]=[CH:20][C:21]([S:24]([NH:1][C:2]2[C:11]([O:12][CH3:13])=[N:10][C:9]([O:14][CH3:15])=[CH:8][C:3]=2[C:4]([O:6][CH3:7])=[O:5])(=[O:26])=[O:25])=[CH:22][CH:23]=1. The catalyst is N1C=CC=CC=1. The yield is 0.890. (4) The reactants are [CH2:1]([O:8][C:9]1[CH:14]=[CH:13][N:12]([C:15]2[N:20]=[C:19]3[N:21]([CH3:35])[C:22]4[CH2:27][CH2:26][N:25](C(OC(C)(C)C)=O)[CH2:24][C:23]=4[C:18]3=[CH:17][CH:16]=2)[C:11](=[O:36])[CH:10]=1)[C:2]1[CH:7]=[CH:6][CH:5]=[CH:4][CH:3]=1.Cl. The catalyst is CO. The product is [CH2:1]([O:8][C:9]1[CH:14]=[CH:13][N:12]([C:15]2[N:20]=[C:19]3[N:21]([CH3:35])[C:22]4[CH2:27][CH2:26][NH:25][CH2:24][C:23]=4[C:18]3=[CH:17][CH:16]=2)[C:11](=[O:36])[CH:10]=1)[C:2]1[CH:3]=[CH:4][CH:5]=[CH:6][CH:7]=1. The yield is 0.590.